From a dataset of Full USPTO retrosynthesis dataset with 1.9M reactions from patents (1976-2016). Predict the reactants needed to synthesize the given product. (1) Given the product [C:1]([N:5]1[C:9]([C:10]2[CH:11]=[CH:12][C:13]([F:16])=[CH:14][CH:15]=2)=[C:8]([C:17]2[S:18][CH:19]=[C:20]([CH2:22][C:23]([NH:34][CH2:33][C:32]3[CH:35]=[CH:36][C:29]([C:28]#[N:27])=[CH:30][CH:31]=3)=[O:25])[N:21]=2)[CH:7]=[N:6]1)([CH3:4])([CH3:3])[CH3:2], predict the reactants needed to synthesize it. The reactants are: [C:1]([N:5]1[C:9]([C:10]2[CH:15]=[CH:14][C:13]([F:16])=[CH:12][CH:11]=2)=[C:8]([C:17]2[S:18][CH:19]=[C:20]([CH2:22][C:23]([OH:25])=O)[N:21]=2)[CH:7]=[N:6]1)([CH3:4])([CH3:3])[CH3:2].Cl.[NH2:27][CH2:28][C:29]1[CH:36]=[CH:35][C:32]([C:33]#[N:34])=[CH:31][CH:30]=1. (2) Given the product [CH3:8][C:5]1[C:4]([N+:9]([O-:11])=[O:10])=[CH:3][C:2]([B:12]2[O:16][C:15]([CH3:18])([CH3:17])[C:14]([CH3:20])([CH3:19])[O:13]2)=[CH:7][N:6]=1, predict the reactants needed to synthesize it. The reactants are: Br[C:2]1[CH:3]=[C:4]([N+:9]([O-:11])=[O:10])[C:5]([CH3:8])=[N:6][CH:7]=1.[B:12]1([B:12]2[O:16][C:15]([CH3:18])([CH3:17])[C:14]([CH3:20])([CH3:19])[O:13]2)[O:16][C:15]([CH3:18])([CH3:17])[C:14]([CH3:20])([CH3:19])[O:13]1.C([O-])(=O)C.[K+]. (3) The reactants are: [N+:1]([C:4]1[CH:11]=[CH:10][CH:9]=[CH:8][C:5]=1[CH:6]=O)([O-:3])=[O:2].[NH2:12][CH2:13][CH2:14][CH:15]([CH3:18])[CH2:16][OH:17].[BH4-].[Na+].Cl. Given the product [CH3:18][CH:15]([CH2:14][CH2:13][NH:12][CH2:6][C:5]1[CH:8]=[CH:9][CH:10]=[CH:11][C:4]=1[N+:1]([O-:3])=[O:2])[CH2:16][OH:17], predict the reactants needed to synthesize it. (4) Given the product [OH:16][CH2:15][C:14]1[CH:13]=[CH:12][C:11]([CH2:10][CH2:9][C:8]([C:29]2[CH:34]=[CH:33][CH:32]=[CH:31][CH:30]=2)([CH:21]2[CH:26]3[CH2:27][CH2:28][N:23]([CH2:24][CH2:25]3)[CH2:22]2)[OH:7])=[CH:20][CH:19]=1, predict the reactants needed to synthesize it. The reactants are: [H-].[H-].[H-].[H-].[Li+].[Al+3].[OH:7][C:8]([C:29]1[CH:34]=[CH:33][CH:32]=[CH:31][CH:30]=1)([CH:21]1[CH:26]2[CH2:27][CH2:28][N:23]([CH2:24][CH2:25]2)[CH2:22]1)[CH2:9][CH2:10][C:11]1[CH:20]=[CH:19][C:14]([C:15](OC)=[O:16])=[CH:13][CH:12]=1. (5) Given the product [Br:1][C:2]1[CH:10]=[C:9]2[C:5]([CH2:6][C:7]3([CH2:16][CH2:15][CH:14]([O:17][CH3:18])[CH2:13][CH2:12]3)[C:8]2=[O:11])=[CH:4][CH:3]=1, predict the reactants needed to synthesize it. The reactants are: [Br:1][C:2]1[CH:10]=[C:9]2[C:5]([CH2:6][C:7]3([CH2:16][CH2:15][CH:14]([OH:17])[CH2:13][CH2:12]3)[C:8]2=[O:11])=[CH:4][CH:3]=1.[CH3:18]C(C)([O-])C.[K+].CI.O. (6) The reactants are: [F:1][C:2]1([F:23])[CH2:7][CH2:6][CH:5]([NH:8][C:9]([NH:11][C:12]([NH:14][CH:15]2[CH2:20][CH2:19][C:18]([F:22])([F:21])[CH2:17][CH2:16]2)=[NH:13])=[NH:10])[CH2:4][CH2:3]1.[C:24]1([C:30]2[N:34]=[C:33]([C:35](OCC)=O)[S:32][N:31]=2)[CH:29]=[CH:28][CH:27]=[CH:26][CH:25]=1.C[O-].[Na+].O. Given the product [F:1][C:2]1([F:23])[CH2:7][CH2:6][CH:5]([NH:8][C:9]2[N:11]=[C:12]([NH:14][CH:15]3[CH2:20][CH2:19][C:18]([F:21])([F:22])[CH2:17][CH2:16]3)[N:13]=[C:35]([C:33]3[S:32][N:31]=[C:30]([C:24]4[CH:25]=[CH:26][CH:27]=[CH:28][CH:29]=4)[N:34]=3)[N:10]=2)[CH2:4][CH2:3]1, predict the reactants needed to synthesize it. (7) Given the product [C:8]([O:12][C:13](=[O:38])[CH2:14][N:15]([S:23]([C:26]1[CH:35]=[C:34]2[C:29]([C:30]([Cl:37])=[CH:31][N:32]=[C:33]2[NH:4][C:3]([NH2:5])=[NH:2])=[CH:28][CH:27]=1)(=[O:24])=[O:25])[CH2:16][C:17]1[CH:18]=[CH:19][N:20]=[CH:21][CH:22]=1)([CH3:11])([CH3:9])[CH3:10], predict the reactants needed to synthesize it. The reactants are: Cl.[NH2:2][C:3]([NH2:5])=[NH:4].[H-].[Na+].[C:8]([O:12][C:13](=[O:38])[CH2:14][N:15]([S:23]([C:26]1[CH:35]=[C:34]2[C:29]([C:30]([Cl:37])=[CH:31][N:32]=[C:33]2Cl)=[CH:28][CH:27]=1)(=[O:25])=[O:24])[CH2:16][C:17]1[CH:22]=[CH:21][N:20]=[CH:19][CH:18]=1)([CH3:11])([CH3:10])[CH3:9]. (8) Given the product [Cl:1][C:2]1[CH:3]=[CH:4][C:5]([S:8]([NH:11][C@H:12]([CH2:13][C:14]2[CH:15]=[CH:16][CH:17]=[CH:18][CH:19]=2)[C:20]([NH:29][NH:28][C:26](=[S:27])[NH:25][CH2:23][CH3:24])=[O:22])(=[O:9])=[O:10])=[CH:6][CH:7]=1, predict the reactants needed to synthesize it. The reactants are: [Cl:1][C:2]1[CH:7]=[CH:6][C:5]([S:8]([NH:11][C@@H:12]([C:20]([OH:22])=O)[CH2:13][C:14]2[CH:19]=[CH:18][CH:17]=[CH:16][CH:15]=2)(=[O:10])=[O:9])=[CH:4][CH:3]=1.[CH2:23]([NH:25][C:26]([NH:28][NH2:29])=[S:27])[CH3:24].C(N(CC)C(C)C)(C)C.F[P-](F)(F)(F)(F)F.N1(OC(N(C)C)=[N+](C)C)C2N=CC=CC=2N=N1.